Dataset: NCI-60 drug combinations with 297,098 pairs across 59 cell lines. Task: Regression. Given two drug SMILES strings and cell line genomic features, predict the synergy score measuring deviation from expected non-interaction effect. (1) Drug 1: C1=CN(C(=O)N=C1N)C2C(C(C(O2)CO)O)O.Cl. Drug 2: C1=NC2=C(N=C(N=C2N1C3C(C(C(O3)CO)O)O)F)N. Cell line: M14. Synergy scores: CSS=51.6, Synergy_ZIP=-4.64, Synergy_Bliss=-4.84, Synergy_Loewe=-28.0, Synergy_HSA=-1.21. (2) Synergy scores: CSS=71.3, Synergy_ZIP=14.4, Synergy_Bliss=15.5, Synergy_Loewe=10.6, Synergy_HSA=12.9. Cell line: K-562. Drug 1: CC1=C(C=C(C=C1)NC(=O)C2=CC=C(C=C2)CN3CCN(CC3)C)NC4=NC=CC(=N4)C5=CN=CC=C5. Drug 2: CC(C)CN1C=NC2=C1C3=CC=CC=C3N=C2N. (3) Drug 1: CC1=CC=C(C=C1)C2=CC(=NN2C3=CC=C(C=C3)S(=O)(=O)N)C(F)(F)F. Drug 2: N.N.Cl[Pt+2]Cl. Cell line: OVCAR-8. Synergy scores: CSS=16.5, Synergy_ZIP=1.88, Synergy_Bliss=6.26, Synergy_Loewe=-9.71, Synergy_HSA=0.0611. (4) Drug 1: C1=C(C(=O)NC(=O)N1)F. Drug 2: C1=CC(=CC=C1CCCC(=O)O)N(CCCl)CCCl. Cell line: MDA-MB-231. Synergy scores: CSS=30.0, Synergy_ZIP=-0.706, Synergy_Bliss=-1.34, Synergy_Loewe=5.31, Synergy_HSA=6.29. (5) Drug 1: C1=NC2=C(N1)C(=S)N=C(N2)N. Drug 2: CC1=CC=C(C=C1)C2=CC(=NN2C3=CC=C(C=C3)S(=O)(=O)N)C(F)(F)F. Cell line: TK-10. Synergy scores: CSS=16.6, Synergy_ZIP=-8.71, Synergy_Bliss=-2.41, Synergy_Loewe=-15.9, Synergy_HSA=-3.60. (6) Drug 1: C1CC(=O)NC(=O)C1N2CC3=C(C2=O)C=CC=C3N. Drug 2: C(CCl)NC(=O)N(CCCl)N=O. Cell line: SR. Synergy scores: CSS=71.5, Synergy_ZIP=-6.31, Synergy_Bliss=-4.32, Synergy_Loewe=-0.350, Synergy_HSA=1.33.